This data is from Full USPTO retrosynthesis dataset with 1.9M reactions from patents (1976-2016). The task is: Predict the reactants needed to synthesize the given product. (1) Given the product [C:1]([C:5]1[C:13]2[C:8](=[CH:9][C:10]([NH2:14])=[CH:11][CH:12]=2)[NH:7][CH:6]=1)([CH3:4])([CH3:2])[CH3:3], predict the reactants needed to synthesize it. The reactants are: [C:1]([C:5]1[C:13]2[C:8](=[CH:9][C:10]([N+:14]([O-])=O)=[CH:11][CH:12]=2)[NH:7][CH:6]=1)([CH3:4])([CH3:3])[CH3:2]. (2) Given the product [NH:42]1[CH:39]=[CH:40][CH2:41][CH2:36][CH2:37]1.[PH:23](=[O:34])([O:14][CH2:13][CH3:12])[O:1][CH2:57][CH3:59], predict the reactants needed to synthesize it. The reactants are: [O-:1]S(C(F)(F)F)(=O)=O.OC1C=[C:12](C=CC=1)[CH:13]=[O:14].C1CN([P+:23]([O:34]N2N=[N:42][C:37]3C=[CH:39][CH:40]=[CH:41][C:36]2=3)(N2CCCC2)N2CCCC2)CC1.F[P-](F)(F)(F)(F)F.CCN([CH:57]([CH3:59])C)C(C)C.